Dataset: Full USPTO retrosynthesis dataset with 1.9M reactions from patents (1976-2016). Task: Predict the reactants needed to synthesize the given product. (1) Given the product [CH3:3][CH:4]1[CH2:13][C:12]2[N:11]=[N:10][C:9]([C:14]3[CH:19]=[CH:18][CH:17]=[C:16]([C:20]([F:23])([F:22])[F:21])[CH:15]=3)=[CH:8][C:7]=2[CH:6]([OH:24])[CH2:5]1, predict the reactants needed to synthesize it. The reactants are: [BH4-].[Na+].[CH3:3][CH:4]1[CH2:13][C:12]2[N:11]=[N:10][C:9]([C:14]3[CH:19]=[CH:18][CH:17]=[C:16]([C:20]([F:23])([F:22])[F:21])[CH:15]=3)=[CH:8][C:7]=2[C:6](=[O:24])[CH2:5]1. (2) Given the product [CH3:1][O:2][C:3]1[CH:4]=[CH:5][C:6]([C:12]([NH2:14])=[O:13])=[CH:7][C:8]=1[C:9]([NH:20][C:19]1[CH:21]=[CH:22][CH:23]=[C:17]([C:16]([F:15])([F:24])[F:25])[CH:18]=1)=[O:11], predict the reactants needed to synthesize it. The reactants are: [CH3:1][O:2][C:3]1[C:8]([C:9]([OH:11])=O)=[CH:7][C:6]([C:12]([NH2:14])=[O:13])=[CH:5][CH:4]=1.[F:15][C:16]([F:25])([F:24])[C:17]1[CH:18]=[C:19]([CH:21]=[CH:22][CH:23]=1)[NH2:20]. (3) Given the product [NH2:19][C:4]1[C:3]2[C:2]([C:20](=[S:23])[NH2:21])=[CH:1][N:9]([C@H:10]3[C@H:11]([OH:18])[CH:12]([OH:17])[CH:13]([CH2:15][OH:16])[O:14]3)[C:8]=2[N:7]=[CH:6][N:5]=1, predict the reactants needed to synthesize it. The reactants are: [CH:1]1[N:9]([C@@H:10]2[O:14][C@H:13]([CH2:15][OH:16])[C@@H:12]([OH:17])[C@H:11]2[OH:18])[C:8]2[C:3](=[C:4]([NH2:19])[N:5]=[CH:6][N:7]=2)[C:2]=1[C:20]#[N:21].O.[SH-:23].[Na+]. (4) Given the product [CH2:8]([NH:7][C:5](=[O:6])[C:4]1[CH:15]=[CH:16][C:17]([S:18][C:19]2[CH:20]=[CH:21][C:22]([OH:25])=[CH:23][CH:24]=2)=[C:2]([NH:1][C:39]2[C:28]3[CH:33]=[CH:32][C:31]([CH3:34])=[N:30][C:29]=3[N:35]=[CH:36][N:37]=2)[CH:3]=1)[C:9]1[CH:10]=[CH:11][CH:12]=[CH:13][CH:14]=1, predict the reactants needed to synthesize it. The reactants are: [NH2:1][C:2]1[CH:3]=[C:4]([CH:15]=[CH:16][C:17]=1[S:18][C:19]1[CH:24]=[CH:23][C:22]([OH:25])=[CH:21][CH:20]=1)[C:5]([NH:7][CH2:8][C:9]1[CH:14]=[CH:13][CH:12]=[CH:11][CH:10]=1)=[O:6].C([C:28]1[C:29]([N:35]=[CH:36][N:37]([CH3:39])C)=[N:30][C:31]([CH3:34])=[CH:32][CH:33]=1)#N.NC1C=C(C=CC=1SC1C=CC(O)=CC=1)C(NC1C=CC(Br)=CC=1)=O.